From a dataset of Reaction yield outcomes from USPTO patents with 853,638 reactions. Predict the reaction yield, written as a fraction of the theoretical maximum amount of product (1.0 means a 100% yield; for example, 0.34 means a 34% yield). (1) The reactants are [CH3:1][C:2]1[N:7]([C:8]2[CH:13]=[CH:12][CH:11]=[CH:10][CH:9]=2)[C:6](=[O:14])[C:5]([CH3:15])=[C:4]([CH3:16])[N:3]=1.O=[CH:18][C:19]1[CH:27]=[CH:26][CH:25]=[C:22]([O:23][CH3:24])[C:20]=1[OH:21]. The catalyst is CC(O)=O. The product is [OH:21][C:20]1[C:22]([O:23][CH3:24])=[CH:25][CH:26]=[CH:27][C:19]=1[CH:18]=[CH:1][C:2]1[N:7]([C:8]2[CH:9]=[CH:10][CH:11]=[CH:12][CH:13]=2)[C:6](=[O:14])[C:5]([CH3:15])=[C:4]([CH3:16])[N:3]=1. The yield is 0.580. (2) The reactants are [Br:1][CH:2]([C:6]1[CH:11]=[CH:10][CH:9]=[CH:8][CH:7]=1)[C:3]([OH:5])=[O:4].[C:12]1([C@@H:18](O)[CH3:19])[CH:17]=[CH:16][CH:15]=[CH:14][CH:13]=1.CCN=C=NCCCN(C)C. The catalyst is CN(C1C=CN=CC=1)C.ClCCl.C(OCC)(=O)C. The product is [Br:1][CH:2]([C:6]1[CH:11]=[CH:10][CH:9]=[CH:8][CH:7]=1)[C:3]([O:5][C@H:18]([C:12]1[CH:17]=[CH:16][CH:15]=[CH:14][CH:13]=1)[CH3:19])=[O:4]. The yield is 0.730. (3) The reactants are [CH3:1][C:2]1([CH3:19])[CH2:7][C:6]([CH3:9])([CH3:8])[CH2:5][C:4](=[N:10][NH:11][C:12]([O:14][C:15]([CH3:18])([CH3:17])[CH3:16])=[O:13])[CH2:3]1. The catalyst is C(O)C.[Pt].O. The product is [CH3:1][C:2]1([CH3:19])[CH2:7][C:6]([CH3:8])([CH3:9])[CH2:5][CH:4]([NH:10][NH:11][C:12]([O:14][C:15]([CH3:18])([CH3:17])[CH3:16])=[O:13])[CH2:3]1. The yield is 0.830. (4) The reactants are [CH2:1]([P:3]([CH2:6][CH2:7][CH2:8][OH:9])(=[O:5])[OH:4])[CH3:2].[CH2:10](O)[CH2:11][CH2:12][CH3:13].O. The catalyst is C1(C)C=CC=CC=1. The product is [CH2:1]([P:3]([CH2:6][CH2:7][CH2:8][OH:9])(=[O:4])[O:5][CH2:10][CH2:11][CH2:12][CH3:13])[CH3:2]. The yield is 0.840. (5) The reactants are [C:1]([NH:5][C:6]1[N:10]2[CH:11]=[C:12]([C:15]([O-:17])=[O:16])[CH:13]=[CH:14][C:9]2=[N:8][CH:7]=1)([CH3:4])([CH3:3])[CH3:2].[Na+]. The catalyst is C(O)(=O)C. The product is [C:1]([NH:5][C:6]1[N:10]2[CH:11]=[C:12]([C:15]([OH:17])=[O:16])[CH:13]=[CH:14][C:9]2=[N:8][CH:7]=1)([CH3:4])([CH3:2])[CH3:3]. The yield is 0.540. (6) The reactants are [F:1][C:2]1[CH:3]=[C:4](B(O)O)[CH:5]=[C:6]([F:9])[C:7]=1[F:8].[NH2:13][C:14]1[N:15]=[C:16]([N:25]2[CH2:30][CH2:29][N:28]([C:31](=[O:41])[CH2:32][O:33][C:34]3[CH:39]=[CH:38][C:37]([Cl:40])=[CH:36][CH:35]=3)[CH2:27][CH2:26]2)[C:17]2[N:23]=[C:22](Cl)[CH:21]=[CH:20][C:18]=2[N:19]=1. No catalyst specified. The product is [NH2:13][C:14]1[N:15]=[C:16]([N:25]2[CH2:26][CH2:27][N:28]([C:31](=[O:41])[CH2:32][O:33][C:34]3[CH:39]=[CH:38][C:37]([Cl:40])=[CH:36][CH:35]=3)[CH2:29][CH2:30]2)[C:17]2[N:23]=[C:22]([C:4]3[CH:3]=[C:2]([F:1])[C:7]([F:8])=[C:6]([F:9])[CH:5]=3)[CH:21]=[CH:20][C:18]=2[N:19]=1. The yield is 1.00. (7) The reactants are [CH:1]1([N:7]2[C:11]([C:12]3[CH:17]=[CH:16][C:15]([F:18])=[CH:14][CH:13]=3)=[C:10]([C:19]3[S:20][CH:21]=[C:22]([CH2:24][C:25]([O:27]CC)=[O:26])[N:23]=3)[CH:9]=[N:8]2)[CH2:6][CH2:5][CH2:4][CH2:3][CH2:2]1.[OH-].[Na+]. The catalyst is C(O)C.C1COCC1. The product is [CH:1]1([N:7]2[C:11]([C:12]3[CH:13]=[CH:14][C:15]([F:18])=[CH:16][CH:17]=3)=[C:10]([C:19]3[S:20][CH:21]=[C:22]([CH2:24][C:25]([OH:27])=[O:26])[N:23]=3)[CH:9]=[N:8]2)[CH2:2][CH2:3][CH2:4][CH2:5][CH2:6]1. The yield is 0.900.